This data is from Catalyst prediction with 721,799 reactions and 888 catalyst types from USPTO. The task is: Predict which catalyst facilitates the given reaction. (1) Reactant: C([N:3]([C:5](=[O:36])[C:6]1[CH:11]=[C:10]([C:12]#[N:13])[CH:9]=[CH:8][C:7]=1[CH:14]1[C:19]([C:20](=O)[CH3:21])=[C:18]([CH3:23])[N:17]([C:24]2[CH:29]=[CH:28][CH:27]=[C:26]([C:30]([F:33])([F:32])[F:31])[CH:25]=2)[C:16](=[O:34])[N:15]1[CH3:35])[NH2:4])=O.[OH-:37].[CH3:38]OC(NS([N+](CC)(CC)CC)(=O)=O)=O. Product: [C:20]([C:19]1[CH:14]([C:7]2[CH:8]=[CH:9][C:10]([C:12]#[N:13])=[CH:11][C:6]=2[C:5]2[O:36][CH:38]=[N:4][N:3]=2)[N:15]([CH3:35])[C:16](=[O:34])[N:17]([C:24]2[CH:29]=[CH:28][CH:27]=[C:26]([C:30]([F:32])([F:31])[F:33])[CH:25]=2)[C:18]=1[CH3:23])(=[O:37])[CH3:21]. The catalyst class is: 4. (2) Reactant: [C:1]([C:5]1[N:10]=[C:9]([N:11]2[CH2:16][CH2:15][N:14]([CH2:17][CH2:18][CH2:19][CH2:20][NH2:21])[CH2:13][CH2:12]2)[CH:8]=[C:7]([C:22]([F:25])([F:24])[F:23])[N:6]=1)([CH3:4])([CH3:3])[CH3:2].C1N=CN([C:31](N2C=NC=C2)=[O:32])C=1.[C:38]1([C:50]2[CH:55]=[CH:54][CH:53]=[CH:52][CH:51]=2)[CH:43]=[CH:42][CH:41]=[C:40]([N:44]2[CH2:49][CH2:48][NH:47][CH2:46][CH2:45]2)[CH:39]=1. Product: [C:38]1([C:50]2[CH:51]=[CH:52][CH:53]=[CH:54][CH:55]=2)[CH:43]=[CH:42][CH:41]=[C:40]([N:44]2[CH2:45][CH2:46][N:47]([C:31]([NH:21][CH2:20][CH2:19][CH2:18][CH2:17][N:14]3[CH2:15][CH2:16][N:11]([C:9]4[CH:8]=[C:7]([C:22]([F:24])([F:25])[F:23])[N:6]=[C:5]([C:1]([CH3:4])([CH3:2])[CH3:3])[N:10]=4)[CH2:12][CH2:13]3)=[O:32])[CH2:48][CH2:49]2)[CH:39]=1. The catalyst class is: 147.